Predict the reactants needed to synthesize the given product. From a dataset of Full USPTO retrosynthesis dataset with 1.9M reactions from patents (1976-2016). (1) Given the product [ClH:34].[ClH:34].[CH3:1][C:2]1[CH:3]=[N:4][N:5]([C:7]2[C:8](=[O:33])[NH:9][C:10](=[O:32])[N:11]([CH2:13][CH2:14][CH2:15][N:16]3[CH2:21][C@H:20]4[C@:18]([C:22]5[CH:27]=[CH:26][C:25]([C:28]([F:31])([F:30])[F:29])=[CH:24][CH:23]=5)([CH2:19]4)[CH2:17]3)[CH:12]=2)[CH:6]=1, predict the reactants needed to synthesize it. The reactants are: [CH3:1][C:2]1[CH:3]=[N:4][N:5]([C:7]2[C:8](=[O:33])[NH:9][C:10](=[O:32])[N:11]([CH2:13][CH2:14][CH2:15][N:16]3[CH2:21][C@H:20]4[C@:18]([C:22]5[CH:27]=[CH:26][C:25]([C:28]([F:31])([F:30])[F:29])=[CH:24][CH:23]=5)([CH2:19]4)[CH2:17]3)[CH:12]=2)[CH:6]=1.[ClH:34]. (2) Given the product [N:1]1[CH:2]=[CH:3][N:4]2[CH:9]=[CH:8][C:7]([CH2:10][NH:11][C:12]([C:14]3[S:15][C:16]([C:19]4[CH:20]=[N:21][N:22]([CH2:24][C:25]5([CH3:31])[CH2:30][CH2:29][N:28]([C:35](=[O:36])[CH2:34][S:57][CH2:56][C@@H:52]([C:53]([OH:55])=[O:54])[NH2:51])[CH2:27][CH2:26]5)[CH:23]=4)=[CH:17][CH:18]=3)=[O:13])=[CH:6][C:5]=12, predict the reactants needed to synthesize it. The reactants are: [N:1]1[CH:2]=[CH:3][N:4]2[CH:9]=[CH:8][C:7]([CH2:10][NH:11][C:12]([C:14]3[S:15][C:16]([C:19]4[CH:20]=[N:21][N:22]([CH2:24][C:25]5([CH3:31])[CH2:30][CH2:29][NH:28][CH2:27][CH2:26]5)[CH:23]=4)=[CH:17][CH:18]=3)=[O:13])=[CH:6][C:5]=12.CN1CC[O:36][CH2:35][CH2:34]1.BrCC(ON1C(=O)CCC1=O)=O.[NH2:51][C@@H:52]([CH2:56][SH:57])[C:53]([OH:55])=[O:54]. (3) Given the product [CH2:1]([O:8][C@H:9]1[O:22][C@H:21]([CH2:23][O:24][CH2:25][C:26]2[CH:31]=[CH:30][CH:29]=[CH:28][CH:27]=2)[C@@H:12]([O:13][CH2:14][C:15]2[CH:20]=[CH:19][CH:18]=[CH:17][CH:16]=2)[C@H:10]1[O:11][C:32](=[O:34])[CH3:33])[C:2]1[CH:3]=[CH:4][CH:5]=[CH:6][CH:7]=1, predict the reactants needed to synthesize it. The reactants are: [CH2:1]([O:8][C@H:9]1[O:22][C@H:21]([CH2:23][O:24][CH2:25][C:26]2[CH:31]=[CH:30][CH:29]=[CH:28][CH:27]=2)[C@@H:12]([O:13][CH2:14][C:15]2[CH:20]=[CH:19][CH:18]=[CH:17][CH:16]=2)[C@H:10]1[OH:11])[C:2]1[CH:7]=[CH:6][CH:5]=[CH:4][CH:3]=1.[C:32](OC(=O)C)(=[O:34])[CH3:33]. (4) Given the product [CH2:1]([O:8][C:9]1[CH:10]=[C:11]([C:15]([CH:16]2[CH2:18][CH:17]2[CH3:21])=[O:19])[CH:12]=[CH:13][CH:14]=1)[C:2]1[CH:3]=[CH:4][CH:5]=[CH:6][CH:7]=1, predict the reactants needed to synthesize it. The reactants are: [CH2:1]([O:8][C:9]1[CH:10]=[C:11]([C:15](=[O:19])/[CH:16]=[CH:17]/[CH3:18])[CH:12]=[CH:13][CH:14]=1)[C:2]1[CH:7]=[CH:6][CH:5]=[CH:4][CH:3]=1.[I-].[CH3:21][S+](C)(C)=O.C1CCN2C(=NCCC2)CC1.